Dataset: Full USPTO retrosynthesis dataset with 1.9M reactions from patents (1976-2016). Task: Predict the reactants needed to synthesize the given product. Given the product [OH:1][C:2]1[CH:3]=[C:4]2[C:8](=[CH:9][CH:10]=1)[N:7]([CH2:11][CH2:12][CH2:13][O:14][C:15]1[C:24]3[C:19](=[CH:20][CH:21]=[CH:22][CH:23]=3)[CH:18]=[CH:17][CH:16]=1)[C:6]([C:25]([OH:27])=[O:26])=[C:5]2[C:30]1[CH:35]=[CH:34][CH:33]=[CH:32][C:31]=1[CH:36]([CH3:38])[CH3:37], predict the reactants needed to synthesize it. The reactants are: [OH:1][C:2]1[CH:3]=[C:4]2[C:8](=[CH:9][CH:10]=1)[N:7]([CH2:11][CH2:12][CH2:13][O:14][C:15]1[C:24]3[C:19](=[CH:20][CH:21]=[CH:22][CH:23]=3)[CH:18]=[CH:17][CH:16]=1)[C:6]([C:25]([O:27]CC)=[O:26])=[C:5]2[C:30]1[CH:35]=[CH:34][CH:33]=[CH:32][C:31]=1[CH:36]([CH3:38])[CH3:37].[OH-].[Na+].Cl.